From a dataset of Catalyst prediction with 721,799 reactions and 888 catalyst types from USPTO. Predict which catalyst facilitates the given reaction. (1) Reactant: C(N(CC)CC)C.NO.[C:10](/[C:13](=[C:18](\[NH2:26])/[CH2:19][C:20]1[CH:25]=[CH:24][CH:23]=[CH:22][CH:21]=1)/[C:14]([O:16][CH3:17])=[O:15])(=[O:12])[CH3:11]. Product: [CH2:19]([C:18]1[C:13]([C:14]([O:16][CH3:17])=[O:15])=[C:10]([CH3:11])[O:12][N:26]=1)[C:20]1[CH:21]=[CH:22][CH:23]=[CH:24][CH:25]=1. The catalyst class is: 8. (2) Reactant: [CH3:1][O:2][C:3]1[CH:12]=[C:11]2[C:6]([CH2:7][CH2:8][C:9]([C:13]([O:15][CH2:16][CH3:17])=[O:14])=[CH:10]2)=[CH:5][CH:4]=1. Product: [CH3:1][O:2][C:3]1[CH:12]=[C:11]2[C:6]([CH2:7][CH2:8][CH:9]([C:13]([O:15][CH2:16][CH3:17])=[O:14])[CH2:10]2)=[CH:5][CH:4]=1. The catalyst class is: 19. (3) Reactant: [Br:1][C:2]1[CH:3]=[CH:4][C:5]2[O:14][C:13]3[C:12](=[O:15])[NH:11][C:10]([CH2:16]Cl)=[N:9][C:8]=3[C:6]=2[CH:7]=1.C(OC([N:25]1[CH2:30][CH2:29][C:28]2([CH2:35][CH2:34][NH:33][CH2:32][CH2:31]2)[CH2:27][CH2:26]1)=O)(C)(C)C.Cl. Product: [Br:1][C:2]1[CH:3]=[CH:4][C:5]2[O:14][C:13]3[C:12](=[O:15])[NH:11][C:10]([CH2:16][N:25]4[CH2:30][CH2:29][C:28]5([CH2:35][CH2:34][NH:33][CH2:32][CH2:31]5)[CH2:27][CH2:26]4)=[N:9][C:8]=3[C:6]=2[CH:7]=1. The catalyst class is: 714. (4) Reactant: [Cl:1][C:2]1[C:14]2[C:13]3[C:8](=[CH:9][CH:10]=[CH:11][CH:12]=3)[C@@:7]([C:16]([F:19])([F:18])[F:17])([OH:15])[C:6]=2[CH:5]=[C:4]([OH:20])[CH:3]=1.C(=O)([O-])[O-].[K+].[K+].[C:27]([O:30][CH2:31][CH3:32])(=O)C. Product: [Cl:1][C:2]1[C:14]2[C:13]3[C:8](=[CH:9][CH:10]=[CH:11][CH:12]=3)[C@@:7]([C:16]([F:18])([F:19])[F:17])([OH:15])[C:6]=2[CH:5]=[C:4]([O:20][CH2:32][C@H:31]2[CH2:27][O:30]2)[CH:3]=1. The catalyst class is: 9. (5) The catalyst class is: 12. Reactant: CC(C)([O-])C.[K+].[F:7][C:8]([F:21])([F:20])[C:9]1[CH:17]=[CH:16][CH:15]=[C:14]2[C:10]=1[C:11]([CH:18]=[O:19])=[CH:12][NH:13]2.Cl[C:23]1[N:28]=[CH:27][CH:26]=[CH:25][N:24]=1. Product: [N:24]1[CH:25]=[CH:26][CH:27]=[N:28][C:23]=1[N:13]1[C:14]2[C:10](=[C:9]([C:8]([F:20])([F:7])[F:21])[CH:17]=[CH:16][CH:15]=2)[C:11]([CH:18]=[O:19])=[CH:12]1. (6) Reactant: [NH2:1][C@H:2]([C:5]1[CH:10]=[CH:9][CH:8]=[CH:7][CH:6]=1)[CH2:3][OH:4].[CH3:11][C:12]([O:15][C:16](O[C:16]([O:15][C:12]([CH3:14])([CH3:13])[CH3:11])=[O:17])=[O:17])([CH3:14])[CH3:13]. Product: [C:12]([O:15][C:16](=[O:17])[NH:1][C@H:2]([C:5]1[CH:10]=[CH:9][CH:8]=[CH:7][CH:6]=1)[CH2:3][OH:4])([CH3:14])([CH3:13])[CH3:11]. The catalyst class is: 4. (7) Reactant: [CH2:1]([NH:5][C:6]1[N:14]=[C:13]2[C:9]([N:10]=[C:11]([O:22]C)[N:12]2[CH2:15][CH:16]2[CH2:21][CH2:20][CH2:19][CH2:18][O:17]2)=[C:8]([NH2:24])[N:7]=1)[CH2:2][CH2:3][CH3:4].Cl. The catalyst class is: 71. Product: [NH2:24][C:8]1[N:7]=[C:6]([NH:5][CH2:1][CH2:2][CH2:3][CH3:4])[N:14]=[C:13]2[C:9]=1[NH:10][C:11](=[O:22])[N:12]2[CH2:15][CH:16]1[CH2:21][CH2:20][CH2:19][CH2:18][O:17]1.